From a dataset of Full USPTO retrosynthesis dataset with 1.9M reactions from patents (1976-2016). Predict the reactants needed to synthesize the given product. (1) Given the product [CH2:1]([O:8][C:9]1[CH:10]=[CH:11][C:12]([C:15]2[N:23]([CH2:40][O:39][CH2:38][CH2:37][Si:36]([CH3:43])([CH3:42])[CH3:35])[C:22]3[C:21](=[O:24])[N:20]([CH2:25][CH2:26][CH3:27])[C:19]([Cl:28])=[N:18][C:17]=3[N:16]=2)=[CH:13][CH:14]=1)[C:2]1[CH:7]=[CH:6][CH:5]=[CH:4][CH:3]=1, predict the reactants needed to synthesize it. The reactants are: [CH2:1]([O:8][C:9]1[CH:14]=[CH:13][C:12]([C:15]2[NH:23][C:22]3[C:21](=[O:24])[N:20]([CH2:25][CH2:26][CH3:27])[C:19]([Cl:28])=[N:18][C:17]=3[N:16]=2)=[CH:11][CH:10]=1)[C:2]1[CH:7]=[CH:6][CH:5]=[CH:4][CH:3]=1.C(=O)([O-])[O-].[K+].[K+].[CH3:35][Si:36]([CH3:43])([CH3:42])[CH2:37][CH2:38][O:39][CH2:40]Cl. (2) The reactants are: [Br:1][C:2]1[CH:10]=[CH:9][C:5]([C:6](O)=[O:7])=[C:4]([Cl:11])[CH:3]=1.ClC(OC(=O)C(C)C)=O.CN1CCOCC1.[BH4-].[Na+]. Given the product [Br:1][C:2]1[CH:10]=[CH:9][C:5]([CH2:6][OH:7])=[C:4]([Cl:11])[CH:3]=1, predict the reactants needed to synthesize it. (3) The reactants are: [C:1]([C:4]1[CH:52]=[CH:51][C:7]([C:8]([N:10]2[CH2:16][C@H:15]([NH:17][C:18](=[O:31])[C@@H:19]([N:22](C)[C:23](=O)OC(C)(C)C)[CH2:20][CH3:21])[C:14](=[O:32])[N:13]([CH2:33][C:34]3[C:43]4[C:38](=[CH:39][C:40]([Br:44])=[CH:41][CH:42]=4)[CH:37]=[CH:36][C:35]=3[O:45][CH3:46])[C:12]3[CH:47]=[CH:48][CH:49]=[CH:50][C:11]2=3)=[O:9])=[CH:6][CH:5]=1)(=[O:3])[CH3:2].[ClH:53]. Given the product [ClH:53].[C:1]([C:4]1[CH:5]=[CH:6][C:7]([C:8]([N:10]2[CH2:16][C@H:15]([NH:17][C:18](=[O:31])[C@@H:19]([NH:22][CH3:23])[CH2:20][CH3:21])[C:14](=[O:32])[N:13]([CH2:33][C:34]3[C:43]4[C:38](=[CH:39][C:40]([Br:44])=[CH:41][CH:42]=4)[CH:37]=[CH:36][C:35]=3[O:45][CH3:46])[C:12]3[CH:47]=[CH:48][CH:49]=[CH:50][C:11]2=3)=[O:9])=[CH:51][CH:52]=1)(=[O:3])[CH3:2], predict the reactants needed to synthesize it. (4) Given the product [CH2:17]([CH:14]([CH2:15][CH3:16])[CH2:13][C:7]1([C:5]([OH:6])=[O:4])[CH2:8][CH2:9][CH2:10][CH2:11][CH2:12]1)[CH3:18], predict the reactants needed to synthesize it. The reactants are: C([O:4][C:5]([C:7]1([CH2:13][CH:14]([CH2:17][CH3:18])[CH2:15][CH3:16])[CH2:12][CH2:11][CH2:10][CH2:9][CH2:8]1)=[O:6])(C)C.[OH-].[K+].OS(O)(=O)=O. (5) Given the product [OH:26][C:20]1[CH:25]=[CH:24][C:23](/[N:15]=[N:14]/[C:11]2[CH:12]=[CH:13][C:8]([S:7]([F:16])([F:17])([F:18])([F:19])[F:6])=[CH:9][CH:10]=2)=[CH:22][CH:21]=1, predict the reactants needed to synthesize it. The reactants are: F[B-](F)(F)F.[F:6][S:7]([F:19])([F:18])([F:17])([F:16])[C:8]1[CH:13]=[CH:12][C:11]([N+:14]#[N:15])=[CH:10][CH:9]=1.[C:20]1([OH:26])[CH:25]=[CH:24][CH:23]=[CH:22][CH:21]=1.C([O-])(=O)C.[Na+].